This data is from Forward reaction prediction with 1.9M reactions from USPTO patents (1976-2016). The task is: Predict the product of the given reaction. Given the reactants [NH2:1][C:2]1[NH:3][C:4]2[C:9]([C:10]=1[C:11]([NH2:13])=[O:12])=[CH:8][CH:7]=[CH:6][CH:5]=2.F[C:15]1[CH:20]=[CH:19][C:18]([N+:21]([O-:23])=[O:22])=[CH:17][CH:16]=1.[H-].[Na+], predict the reaction product. The product is: [NH2:1][C:2]1[N:3]([C:15]2[CH:20]=[CH:19][C:18]([N+:21]([O-:23])=[O:22])=[CH:17][CH:16]=2)[C:4]2[C:9]([C:10]=1[C:11]([NH2:13])=[O:12])=[CH:8][CH:7]=[CH:6][CH:5]=2.